This data is from Catalyst prediction with 721,799 reactions and 888 catalyst types from USPTO. The task is: Predict which catalyst facilitates the given reaction. Reactant: C([N:8]1[CH2:13][CH2:12][N:11]([C:14]([CH3:17])([CH3:16])[CH3:15])[CH2:10][CH2:9]1)C1C=CC=CC=1. Product: [C:14]([N:11]1[CH2:12][CH2:13][NH:8][CH2:9][CH2:10]1)([CH3:17])([CH3:16])[CH3:15]. The catalyst class is: 5.